The task is: Predict which catalyst facilitates the given reaction.. This data is from Catalyst prediction with 721,799 reactions and 888 catalyst types from USPTO. (1) Reactant: [CH2:1]([O:3][C:4]([C:6]([CH3:17])=[CH:7][C:8]1[CH:16]=[CH:15][CH:14]=[CH:13][C:9]=1[C:10]([OH:12])=O)=[O:5])[CH3:2].C(N(CC)CC)C.F[B-](F)(F)F.C([C:32](=[N:38]OC(N(C)C)=[N+](C)C)[C:33](OCC)=[O:34])#N.C(CN)O. Product: [OH:34][CH2:33][CH2:32][NH:38][C:10]([C:9]1[CH:13]=[CH:14][CH:15]=[CH:16][C:8]=1[CH:7]=[C:6]([CH3:17])[C:4]([O:3][CH2:1][CH3:2])=[O:5])=[O:12]. The catalyst class is: 9. (2) Reactant: [BH4-].[Na+].CO.[CH3:5][O:6][C:7](=[O:30])[CH2:8][CH2:9][CH2:10][CH2:11][CH2:12][CH2:13][N:14]1[CH:19](/[CH:20]=[CH:21]/[C:22](=[O:28])[CH2:23][CH2:24][CH2:25][CH2:26][CH3:27])[CH2:18][CH2:17][CH2:16][C:15]1=[O:29]. Product: [CH3:5][O:6][C:7](=[O:30])[CH2:8][CH2:9][CH2:10][CH2:11][CH2:12][CH2:13][N:14]1[C:15](=[O:29])[CH2:16][CH2:17][CH2:18][CH:19]1/[CH:20]=[CH:21]/[CH:22]([OH:28])[CH2:23][CH2:24][CH2:25][CH2:26][CH3:27]. The catalyst class is: 2. (3) Reactant: CCN(CC)CC.O[C@@H:9]([CH3:28])[C@@H:10]([NH:14][C:15]([O:17][CH2:18][CH2:19][CH2:20][CH2:21][C:22]1[CH:27]=[CH:26][CH:25]=[CH:24][CH:23]=1)=[O:16])[C:11]([OH:13])=[O:12].CN(C(ON1N=NC2C=CC=CC1=2)=[N+](C)C)C.F[P-](F)(F)(F)(F)F. Product: [C:22]1([CH2:21][CH2:20][CH2:19][CH2:18][O:17][C:15](=[O:16])[NH:14][C@H:10]2[C:11](=[O:13])[O:12][C@H:9]2[CH3:28])[CH:27]=[CH:26][CH:25]=[CH:24][CH:23]=1. The catalyst class is: 2. (4) Reactant: Br.[NH2:2][C@H:3]1[C:12]2[C:7](=[CH:8][CH:9]=[CH:10][CH:11]=2)[N:6]([C:13](=[O:15])[CH3:14])[C@@H:5]([CH:16]2[CH2:18][CH2:17]2)[C@@H:4]1[CH3:19].Br[C:21]1[CH:26]=[CH:25][CH:24]=[C:23]([CH:27]2[CH2:29][CH2:28]2)[CH:22]=1.CN(C1C(C2C(P(C3CCCCC3)C3CCCCC3)=CC=CC=2)=CC=CC=1)C.CC(C)([O-])C.[Na+]. Product: [CH:16]1([C@H:5]2[C@H:4]([CH3:19])[C@@H:3]([NH:2][C:21]3[CH:26]=[CH:25][CH:24]=[C:23]([CH:27]4[CH2:29][CH2:28]4)[CH:22]=3)[C:12]3[C:7](=[CH:8][CH:9]=[CH:10][CH:11]=3)[N:6]2[C:13](=[O:15])[CH3:14])[CH2:18][CH2:17]1. The catalyst class is: 62. (5) Reactant: [NH:1]([C:3]1[CH:11]=[CH:10][C:6]([C:7]([OH:9])=[O:8])=[CH:5][C:4]=1[C:12]([F:15])([F:14])[F:13])[NH2:2].O=[C:17]([CH:23]1[CH2:27][CH2:26][CH2:25][C:24]1=O)[C:18]([O:20][CH2:21][CH3:22])=[O:19].C(OCC)C. The catalyst class is: 15. Product: [CH2:21]([O:20][C:18]([C:17]1[C:23]2[CH2:27][CH2:26][CH2:25][C:24]=2[N:1]([C:3]2[CH:11]=[CH:10][C:6]([C:7]([OH:9])=[O:8])=[CH:5][C:4]=2[C:12]([F:13])([F:14])[F:15])[N:2]=1)=[O:19])[CH3:22]. (6) Reactant: [ClH:1].[CH:2]1[C:7]([C@H:8]2[C@H:13]([CH2:14][O:15][C:16]3[CH:17]=[CH:18][C:19]4[O:24][CH2:23][O:22][C:20]=4[CH:21]=3)[CH2:12][NH:11][CH2:10][CH2:9]2)=[CH:6][CH:5]=[C:4]([F:25])[CH:3]=1.O=C1O[C@H]([C@H](CO)O)C(O)=C1O. Product: [CH:6]1[C:7]([C@H:8]2[C@H:13]([CH2:14][O:15][C:16]3[CH:17]=[CH:18][C:19]4[O:24][CH2:23][O:22][C:20]=4[CH:21]=3)[CH2:12][NH:11][CH2:10][CH2:9]2)=[CH:2][CH:3]=[C:4]([F:25])[CH:5]=1.[ClH:1]. The catalyst class is: 11.